Dataset: Catalyst prediction with 721,799 reactions and 888 catalyst types from USPTO. Task: Predict which catalyst facilitates the given reaction. (1) Reactant: [Br:1][C:2]1[S:6][C:5]([C:7]([OH:9])=O)=[CH:4][CH:3]=1.[NH2:10][C@H:11]([CH2:29][C:30]1[N:31]=[CH:32][NH:33][CH:34]=1)[C:12]([NH:14][C:15]1[CH:20]=[CH:19][C:18]([C:21]([N:23]2[CH2:27][CH2:26][CH2:25][CH2:24]2)=[O:22])=[C:17]([CH3:28])[CH:16]=1)=[O:13].CN1CCOCC1. Product: [NH:33]1[CH:34]=[C:30]([CH2:29][C@@H:11]([NH:10][C:7]([C:5]2[S:6][C:2]([Br:1])=[CH:3][CH:4]=2)=[O:9])[C:12](=[O:13])[NH:14][C:15]2[CH:20]=[CH:19][C:18]([C:21]([N:23]3[CH2:24][CH2:25][CH2:26][CH2:27]3)=[O:22])=[C:17]([CH3:28])[CH:16]=2)[N:31]=[CH:32]1. The catalyst class is: 1. (2) Reactant: [CH3:1][NH:2][C:3]([N:5]1[CH2:10][CH2:9][CH2:8][CH2:7][CH:6]1[C:11]1[N:12]=[N:13][N:14]([C:16]2[CH:21]=[CH:20][CH:19]=[C:18]([Cl:22])[CH:17]=2)[N:15]=1)=[S:4].I[CH3:24]. Product: [CH3:24][S:4][C:3]([N:5]1[CH2:10][CH2:9][CH2:8][CH2:7][CH:6]1[C:11]1[N:12]=[N:13][N:14]([C:16]2[CH:21]=[CH:20][CH:19]=[C:18]([Cl:22])[CH:17]=2)[N:15]=1)=[N:2][CH3:1]. The catalyst class is: 5. (3) The catalyst class is: 5. Reactant: [CH3:1][O:2][C:3]1[C:21]([N+:22]([O-:24])=[O:23])=[CH:20][C:6]2[N:7]([CH3:19])[C:8](=[O:18])[CH2:9][N:10](C(=O)C(F)(F)F)[CH2:11][C:5]=2[CH:4]=1.N. Product: [CH3:1][O:2][C:3]1[C:21]([N+:22]([O-:24])=[O:23])=[CH:20][C:6]2[N:7]([CH3:19])[C:8](=[O:18])[CH2:9][NH:10][CH2:11][C:5]=2[CH:4]=1. (4) Reactant: [CH2:1]([O:8][C:9]1[CH:10]=[C:11]2[C:19](=[CH:20][CH:21]=1)[NH:18][C:17]1[CH:16]([C:22]([O:24]C)=[O:23])[N:15]([CH3:26])[CH2:14][CH2:13][C:12]2=1)[C:2]1[CH:7]=[CH:6][CH:5]=[CH:4][CH:3]=1.[OH-].[Na+:28].C(OCC)C. The catalyst class is: 132. Product: [CH2:1]([O:8][C:9]1[CH:10]=[C:11]2[C:19](=[CH:20][CH:21]=1)[NH:18][C:17]1[CH:16]([C:22]([O-:24])=[O:23])[N:15]([CH3:26])[CH2:14][CH2:13][C:12]2=1)[C:2]1[CH:7]=[CH:6][CH:5]=[CH:4][CH:3]=1.[Na+:28]. (5) The catalyst class is: 40. Reactant: [CH:1]1([C@H:7]([NH:16][CH2:17][C:18]2[CH:19]=[CH:20][C:21]([CH2:24][CH2:25][C:26](OCC)=[O:27])=[N:22][CH:23]=2)[C:8]([O:10][CH:11]2[CH2:15][CH2:14][CH2:13][CH2:12]2)=[O:9])[CH2:6][CH2:5][CH2:4][CH2:3][CH2:2]1.Cl.[NH2:32][OH:33].[OH-].[K+]. Product: [CH:1]1([C@H:7]([NH:16][CH2:17][C:18]2[CH:23]=[N:22][C:21]([CH2:24][CH2:25][C:26]([NH:32][OH:33])=[O:27])=[CH:20][CH:19]=2)[C:8]([O:10][CH:11]2[CH2:15][CH2:14][CH2:13][CH2:12]2)=[O:9])[CH2:2][CH2:3][CH2:4][CH2:5][CH2:6]1. (6) Reactant: [CH3:1][C:2]([CH3:13])([O:4][C:5]([N:7]1[CH2:12][CH2:11][NH:10][CH2:9][CH2:8]1)=[O:6])[CH3:3].[C:14]1([CH2:20][N:21]2[CH2:26][CH2:25][C:24](=O)[CH2:23][CH2:22]2)[CH:19]=[CH:18][CH:17]=[CH:16][CH:15]=1.C(O)(=O)C.C([BH3-])#N.[Na+]. Product: [CH3:3][C:2]([CH3:13])([O:4][C:5]([N:7]1[CH2:8][CH2:9][N:10]([CH:24]2[CH2:23][CH2:22][N:21]([CH2:20][C:14]3[CH:19]=[CH:18][CH:17]=[CH:16][CH:15]=3)[CH2:26][CH2:25]2)[CH2:11][CH2:12]1)=[O:6])[CH3:1]. The catalyst class is: 5. (7) Reactant: [CH3:1][O:2][C:3](=[O:15])[C:4]1[CH:9]=[CH:8][C:7]([C:10](=[O:14])[CH2:11][CH2:12][CH3:13])=[CH:6][CH:5]=1.[BH4-].[Na+]. Product: [CH3:1][O:2][C:3](=[O:15])[C:4]1[CH:9]=[CH:8][C:7]([CH:10]([OH:14])[CH2:11][CH2:12][CH3:13])=[CH:6][CH:5]=1. The catalyst class is: 353.